This data is from Catalyst prediction with 721,799 reactions and 888 catalyst types from USPTO. The task is: Predict which catalyst facilitates the given reaction. The catalyst class is: 1. Product: [C:29]([O:28][C:26]([N:24]1[CH2:25][C@@H:21]([O:20][C:7]2[C:6]3[C:11](=[C:2]([Cl:1])[C:3]([O:37][CH3:38])=[CH:4][CH:5]=3)[N:10]=[C:9]([C:12]3[S:13][CH:14]=[C:15]([CH:17]([CH3:18])[CH3:19])[N:16]=3)[CH:8]=2)[CH2:22][C@H:23]1[C:33]([OH:35])=[O:34])=[O:27])([CH3:30])([CH3:32])[CH3:31]. Reactant: [Cl:1][C:2]1[C:3]([O:37][CH3:38])=[CH:4][CH:5]=[C:6]2[C:11]=1[N:10]=[C:9]([C:12]1[S:13][CH:14]=[C:15]([CH:17]([CH3:19])[CH3:18])[N:16]=1)[CH:8]=[C:7]2[O:20][C@@H:21]1[CH2:25][N:24]([C:26]([O:28][C:29]([CH3:32])([CH3:31])[CH3:30])=[O:27])[C@H:23]([C:33]([O:35]C)=[O:34])[CH2:22]1.O.[OH-].[Li+].Cl.